This data is from Forward reaction prediction with 1.9M reactions from USPTO patents (1976-2016). The task is: Predict the product of the given reaction. (1) Given the reactants [CH3:1][O:2][C:3](=[O:17])[CH2:4][C:5]1[C:9]2[C:10]([CH:15]=[CH2:16])=[CH:11][C:12]([OH:14])=[CH:13][C:8]=2[S:7][CH:6]=1, predict the reaction product. The product is: [CH3:1][O:2][C:3](=[O:17])[CH2:4][C:5]1[C:9]2[C:10]([CH2:15][CH3:16])=[CH:11][C:12]([OH:14])=[CH:13][C:8]=2[S:7][CH:6]=1. (2) Given the reactants FC(F)(F)S(O[C:7]1[CH2:13][CH:12]2[NH:14][CH:9]([CH2:10][CH2:11]2)[CH:8]=1)(=O)=O.CC1(C)C(C)(C)OB([C:25]2[CH:26]=[N:27][CH:28]=[CH:29][CH:30]=2)O1.[Cl-].[Li+].P([O-])([O-])([O-])=O.[K+].[K+].[K+].[O:42]1[CH2:47]COCC1, predict the reaction product. The product is: [N:27]1[CH:28]=[CH:29][CH:30]=[C:25]([C:7]2[CH2:13][CH:12]3[N:14]([C:47]([N:27]4[C:26]5[C:25](=[CH:13][CH:7]=[CH:8][CH:9]=5)[CH2:30][CH2:29][CH2:28]4)=[O:42])[CH:9]([CH2:10][CH2:11]3)[CH:8]=2)[CH:26]=1. (3) Given the reactants C(P(C(C)(C)C)C1C=CC2C(=CC=CC=2)C=1C1C2C(=CC=CC=2)C=CC=1)(C)(C)C.C(=O)([O-])[O-].[Cs+].[Cs+].I[C:37]1[C:46]2[C:41](=[CH:42][C:43]([O:47][CH3:48])=[CH:44][CH:45]=2)[N:40]=[CH:39][CH:38]=1.[CH2:49]([C:56]1[CH:61]=[CH:60][N:59]=[C:58]([F:62])[C:57]=1[CH2:63][CH2:64][OH:65])[C:50]1[CH:55]=[CH:54][CH:53]=[CH:52][CH:51]=1, predict the reaction product. The product is: [CH2:49]([C:56]1[CH:61]=[CH:60][N:59]=[C:58]([F:62])[C:57]=1[CH2:63][CH2:64][O:65][C:37]1[C:46]2[C:41](=[CH:42][C:43]([O:47][CH3:48])=[CH:44][CH:45]=2)[N:40]=[CH:39][CH:38]=1)[C:50]1[CH:51]=[CH:52][CH:53]=[CH:54][CH:55]=1. (4) The product is: [NH2:13][C:6]1[C:7]([CH:8]=[O:9])=[C:2]([Cl:1])[N:3]=[C:4]([S:11][CH3:12])[N:5]=1. Given the reactants [Cl:1][C:2]1[C:7]([CH:8]=[O:9])=[C:6](Cl)[N:5]=[C:4]([S:11][CH3:12])[N:3]=1.[NH3:13], predict the reaction product. (5) Given the reactants [Br:1][CH2:2][C:3]1[CH:4]=[C:5]([NH:10][C:11](=[O:17])[O:12][C:13]([CH3:16])([CH3:15])[CH3:14])[CH:6]=[CH:7][C:8]=1Cl.O[CH2:19]C1C(C)=C(NC(=O)OC(C)(C)C)C=CC=1.C1(P(C2C=CC=CC=2)C2C=CC=CC=2)C=CC=CC=1.C(Br)(Br)(Br)Br, predict the reaction product. The product is: [Br:1][CH2:2][C:3]1[C:4]([CH3:19])=[C:5]([NH:10][C:11](=[O:17])[O:12][C:13]([CH3:16])([CH3:15])[CH3:14])[CH:6]=[CH:7][CH:8]=1. (6) Given the reactants [CH3:1][C@@:2]12[C:8]([CH3:10])([CH3:9])[C@@H:5]([CH2:6][CH2:7]1)[C:4](=O)[C:3]2=O.COP([CH2:19][C:20]([C:22]1[CH:23]=[N:24][N:25]([C:33]([CH3:36])([CH3:35])[CH3:34])[C:26]=1[C:27]1[CH:32]=[CH:31][CH:30]=[CH:29][CH:28]=1)=O)(=O)OC.O.[NH2:38][NH2:39], predict the reaction product. The product is: [C:33]([N:25]1[C:26]([C:27]2[CH:32]=[CH:31][CH:30]=[CH:29][CH:28]=2)=[C:22]([C:20]2[CH:19]=[C:4]3[C:3]([C@:2]4([CH3:1])[C:8]([CH3:10])([CH3:9])[C@H:5]3[CH2:6][CH2:7]4)=[N:39][N:38]=2)[CH:23]=[N:24]1)([CH3:36])([CH3:35])[CH3:34]. (7) Given the reactants [CH3:1][N:2]1[CH2:7][CH2:6][N:5]([C:8]2[CH:9]=[CH:10][C:11]3[N:12]([C:14]([S:17][C:18]4[CH:34]=[CH:33][C:21]5[N:22]=[C:23]([NH:25][C:26](=[O:32])[O:27][C:28]([CH3:31])([CH3:30])[CH3:29])[S:24][C:20]=5[CH:19]=4)=[N:15][N:16]=3)[N:13]=2)[CH2:4][CH2:3]1.S(C1C=CC2N=C(NC(=O)OC(C)(C)C)SC=2C=1)C#N.P([O-])(O)(O)=O.[K+].SCC(C(CS)O)O.[Cl:69]C1N2N=C(N3CCN(C)CC3)C=CC2=NN=1, predict the reaction product. The product is: [ClH:69].[CH3:1][N:2]1[CH2:3][CH2:4][N:5]([C:8]2[CH:9]=[CH:10][C:11]3[N:12]([C:14]([S:17][C:18]4[CH:34]=[CH:33][C:21]5[N:22]=[C:23]([NH:25][C:26](=[O:32])[O:27][C:28]([CH3:31])([CH3:29])[CH3:30])[S:24][C:20]=5[CH:19]=4)=[N:15][N:16]=3)[N:13]=2)[CH2:6][CH2:7]1.